From a dataset of NCI-60 drug combinations with 297,098 pairs across 59 cell lines. Regression. Given two drug SMILES strings and cell line genomic features, predict the synergy score measuring deviation from expected non-interaction effect. (1) Drug 1: C1=C(C(=O)NC(=O)N1)F. Cell line: OVCAR-5. Drug 2: CC1=C(N=C(N=C1N)C(CC(=O)N)NCC(C(=O)N)N)C(=O)NC(C(C2=CN=CN2)OC3C(C(C(C(O3)CO)O)O)OC4C(C(C(C(O4)CO)O)OC(=O)N)O)C(=O)NC(C)C(C(C)C(=O)NC(C(C)O)C(=O)NCCC5=NC(=CS5)C6=NC(=CS6)C(=O)NCCC[S+](C)C)O. Synergy scores: CSS=30.2, Synergy_ZIP=-0.846, Synergy_Bliss=0.335, Synergy_Loewe=1.25, Synergy_HSA=1.64. (2) Drug 1: C1C(C(OC1N2C=NC3=C(N=C(N=C32)Cl)N)CO)O. Drug 2: C1=NC(=NC(=O)N1C2C(C(C(O2)CO)O)O)N. Cell line: BT-549. Synergy scores: CSS=37.3, Synergy_ZIP=-3.66, Synergy_Bliss=-0.439, Synergy_Loewe=2.06, Synergy_HSA=4.75. (3) Drug 1: CC(C1=C(C=CC(=C1Cl)F)Cl)OC2=C(N=CC(=C2)C3=CN(N=C3)C4CCNCC4)N. Cell line: BT-549. Synergy scores: CSS=20.8, Synergy_ZIP=3.44, Synergy_Bliss=4.88, Synergy_Loewe=0.639, Synergy_HSA=1.15. Drug 2: COC1=C(C=C2C(=C1)N=CN=C2NC3=CC(=C(C=C3)F)Cl)OCCCN4CCOCC4. (4) Drug 1: C1C(C(OC1N2C=NC3=C(N=C(N=C32)Cl)N)CO)O. Drug 2: CC1=C(C(CCC1)(C)C)C=CC(=CC=CC(=CC(=O)O)C)C. Cell line: HT29. Synergy scores: CSS=21.9, Synergy_ZIP=-7.97, Synergy_Bliss=0.0313, Synergy_Loewe=-5.79, Synergy_HSA=4.56. (5) Drug 1: CN1CCC(CC1)COC2=C(C=C3C(=C2)N=CN=C3NC4=C(C=C(C=C4)Br)F)OC. Drug 2: C1CN(CCN1C(=O)CCBr)C(=O)CCBr. Cell line: SR. Synergy scores: CSS=48.8, Synergy_ZIP=1.63, Synergy_Bliss=-1.35, Synergy_Loewe=-9.85, Synergy_HSA=-1.44. (6) Drug 1: C1CN1C2=NC(=NC(=N2)N3CC3)N4CC4. Drug 2: C#CCC(CC1=CN=C2C(=N1)C(=NC(=N2)N)N)C3=CC=C(C=C3)C(=O)NC(CCC(=O)O)C(=O)O. Cell line: MALME-3M. Synergy scores: CSS=16.2, Synergy_ZIP=-4.56, Synergy_Bliss=1.16, Synergy_Loewe=0.285, Synergy_HSA=-0.0791.